From a dataset of Full USPTO retrosynthesis dataset with 1.9M reactions from patents (1976-2016). Predict the reactants needed to synthesize the given product. (1) Given the product [ClH:18].[NH2:9][CH:8]([C:12]1[CH:17]=[CH:16][CH:15]=[CH:14][CH:13]=1)[C:4]1[CH:3]=[C:2]([OH:1])[CH:7]=[CH:6][CH:5]=1, predict the reactants needed to synthesize it. The reactants are: [OH:1][C:2]1[CH:3]=[C:4]([CH:8]([C:12]2[CH:17]=[CH:16][CH:15]=[CH:14][CH:13]=2)[NH:9]C=O)[CH:5]=[CH:6][CH:7]=1.[ClH:18]. (2) The reactants are: [CH2:1]([OH:7])[C:2]1[O:6][CH:5]=[CH:4][CH:3]=1.[CH2:8]([O:16][C:17]1[CH:22]=[CH:21][C:20]([C:23]2[CH:28]=[CH:27][C:26]([C:29](O)=[O:30])=[CH:25][CH:24]=2)=[CH:19][CH:18]=1)[CH2:9][CH2:10][CH2:11][CH2:12][CH2:13][CH2:14][CH3:15]. Given the product [O:6]1[CH:5]=[CH:4][CH:3]=[C:2]1[CH2:1][O:7][C:29]([C:26]1[CH:25]=[CH:24][C:23]([C:20]2[CH:21]=[CH:22][C:17]([O:16][CH2:8][CH2:9][CH2:10][CH2:11][CH2:12][CH2:13][CH2:14][CH3:15])=[CH:18][CH:19]=2)=[CH:28][CH:27]=1)=[O:30], predict the reactants needed to synthesize it. (3) Given the product [C:10]([N:6]1[C:7]([CH2:22][CH:21]=[CH2:20])=[CH:8][C:3](=[O:2])[CH2:4][CH2:5]1)([O:12][CH2:13][C:14]1[CH:19]=[CH:18][CH:17]=[CH:16][CH:15]=1)=[O:11], predict the reactants needed to synthesize it. The reactants are: C[O:2][C:3]1[CH:8]=[CH:7][N:6]=[CH:5][CH:4]=1.Cl[C:10]([O:12][CH2:13][C:14]1[CH:19]=[CH:18][CH:17]=[CH:16][CH:15]=1)=[O:11].[CH2:20]([Mg]Cl)[CH:21]=[CH2:22].Cl. (4) Given the product [CH2:1]([N:4]1[C:8]2[CH:9]=[CH:10][C:11]3[C@@H:12]([O:30][CH2:40][CH2:41][F:42])[C@H:13]([O:23][C:24](=[O:29])[C:25]([CH3:26])([CH3:27])[CH3:28])[C@@H:14]([C:17]4[CH:22]=[CH:21][CH:20]=[CH:19][CH:18]=4)[O:15][C:16]=3[C:7]=2[N:6]=[C:5]1[CH3:31])[CH:2]=[CH2:3], predict the reactants needed to synthesize it. The reactants are: [CH2:1]([N:4]1[C:8]2[CH:9]=[CH:10][C:11]3[C@@H:12]([OH:30])[C@H:13]([O:23][C:24](=[O:29])[C:25]([CH3:28])([CH3:27])[CH3:26])[C@@H:14]([C:17]4[CH:22]=[CH:21][CH:20]=[CH:19][CH:18]=4)[O:15][C:16]=3[C:7]=2[N:6]=[C:5]1[CH3:31])[CH:2]=[CH2:3].O([CH2:40][CH2:41][F:42])S(C(F)(F)F)(=O)=O. (5) Given the product [C:22]([C:18]1[O:19][C:20]([CH3:21])=[C:16]([CH2:15][CH2:14][O:13][C:10]2[CH:11]=[CH:12][C:7]([CH2:6][CH:5]([O:27][CH2:28][CH3:29])[C:4]([OH:30])=[O:3])=[C:8]([CH3:26])[CH:9]=2)[N:17]=1)([CH3:24])([CH3:25])[CH3:23], predict the reactants needed to synthesize it. The reactants are: C([O:3][C:4](=[O:30])[CH:5]([O:27][CH2:28][CH3:29])[CH2:6][C:7]1[CH:12]=[CH:11][C:10]([O:13][CH2:14][CH2:15][C:16]2[N:17]=[C:18]([C:22]([CH3:25])([CH3:24])[CH3:23])[O:19][C:20]=2[CH3:21])=[CH:9][C:8]=1[CH3:26])C.[Li+].[OH-]. (6) Given the product [ClH:24].[NH2:8][C@@H:9]([CH2:21][CH3:22])[CH:10]([C:12]1[O:13][C:14]2[CH:20]=[CH:19][CH:18]=[CH:17][C:15]=2[N:16]=1)[OH:11], predict the reactants needed to synthesize it. The reactants are: C(OC([NH:8][C@@H:9]([CH3:21])[CH:10]([C:12]1[O:13][C:14]2[CH:20]=[CH:19][CH:18]=[CH:17][C:15]=2[N:16]=1)[OH:11])=O)(C)(C)C.[CH3:22][Si](C)(C)[Cl:24].C(OC(C)C)(C)C. (7) Given the product [C:26]([C:17]1[CH:16]=[C:15]([Br:29])[N:14]=[C:13]2[CH:12]=[C:11]([C:9]3[CH:8]=[CH:7][N:6]=[C:5]([NH:4][C:1](=[O:3])[CH3:2])[CH:10]=3)[NH:19][C:18]=12)(=[O:28])[CH3:27], predict the reactants needed to synthesize it. The reactants are: [C:1]([NH:4][C:5]1[CH:10]=[C:9]([C:11]#[C:12][C:13]2[C:18]([NH:19]C(=O)C(F)(F)F)=[C:17]([C:26](=[O:28])[CH3:27])[CH:16]=[C:15]([Br:29])[N:14]=2)[CH:8]=[CH:7][N:6]=1)(=[O:3])[CH3:2].C1(P(C2CCCCC2)C2C=CC=CC=2C2C(C(C)C)=CC(C(C)C)=CC=2C(C)C)CCCCC1.C([O-])([O-])=O.[Cs+].[Cs+]. (8) The reactants are: C(=O)(O[CH:5]1[CH:9]([CH2:10][O:11][CH2:12][C:13]2[CH:18]=[CH:17][CH:16]=[CH:15][CH:14]=2)[CH:8]([O:19][CH2:20][C:21]2[CH:26]=[CH:25][CH:24]=[CH:23][CH:22]=2)[CH:7]=[CH:6]1)OC.[C:28]1([S:34]([CH2:37][N+:38]([O-:40])=[O:39])(=[O:36])=[O:35])[CH:33]=[CH:32][CH:31]=[CH:30][CH:29]=1.C(N(CC)CC)C. Given the product [N+:38]([CH:37]([CH:5]1[CH:9]([CH2:10][O:11][CH2:12][C:13]2[CH:14]=[CH:15][CH:16]=[CH:17][CH:18]=2)[CH:8]([O:19][CH2:20][C:21]2[CH:22]=[CH:23][CH:24]=[CH:25][CH:26]=2)[CH:7]=[CH:6]1)[S:34]([C:28]1[CH:29]=[CH:30][CH:31]=[CH:32][CH:33]=1)(=[O:36])=[O:35])([O-:40])=[O:39], predict the reactants needed to synthesize it. (9) Given the product [Br:1][C:2]1[CH:10]=[CH:9][CH:8]=[C:7]2[C:3]=1[C:4]1([CH2:19][O:20][C:22]3[CH:23]=[C:24]4[C:25](=[CH:29][C:21]1=3)[CH2:26][CH2:27][O:28]4)[C:5](=[O:18])[N:6]2[CH2:11][C:12]1[CH:17]=[CH:16][CH:15]=[CH:14][N:13]=1, predict the reactants needed to synthesize it. The reactants are: [Br:1][C:2]1[CH:10]=[CH:9][CH:8]=[C:7]2[C:3]=1[C:4]([C:21]1[C:22](O)=[CH:23][C:24]3[O:28][CH2:27][CH2:26][C:25]=3[CH:29]=1)([CH2:19][OH:20])[C:5](=[O:18])[N:6]2[CH2:11][C:12]1[CH:17]=[CH:16][CH:15]=[CH:14][N:13]=1.C1(P(C2C=CC=CC=2)C2C=CC=CC=2)C=CC=CC=1.N(C(OC(C)C)=O)=NC(OC(C)C)=O. (10) Given the product [CH3:13][O:1][CH:2]1[O:10][CH:9]([CH2:11][OH:12])[C@@H:7]([OH:8])[CH:5]([OH:6])[C@H:3]1[OH:4], predict the reactants needed to synthesize it. The reactants are: [O:1]=[CH:2][C@@H:3]([C@H:5]([C@@H:7]([C@@H:9]([CH2:11][OH:12])[OH:10])[OH:8])[OH:6])[OH:4].[CH3:13]O.